This data is from Reaction yield outcomes from USPTO patents with 853,638 reactions. The task is: Predict the reaction yield, written as a fraction of the theoretical maximum amount of product (1.0 means a 100% yield; for example, 0.34 means a 34% yield). The reactants are [Cl:1][C:2]1[CH:7]=[CH:6][C:5]([O:8][C:9]2[CH:14]=[CH:13][C:12]([CH2:15][CH2:16]O)=[CH:11][CH:10]=2)=[CH:4][C:3]=1[C:18]([F:21])([F:20])[F:19].C1C=CC(P(C2C=CC=CC=2)C2C=CC=CC=2)=CC=1.N1C=CN=C1.[I-:46]. The catalyst is C(Cl)Cl. The product is [Cl:1][C:2]1[CH:7]=[CH:6][C:5]([O:8][C:9]2[CH:14]=[CH:13][C:12]([CH2:15][CH2:16][I:46])=[CH:11][CH:10]=2)=[CH:4][C:3]=1[C:18]([F:21])([F:20])[F:19]. The yield is 0.464.